Dataset: Full USPTO retrosynthesis dataset with 1.9M reactions from patents (1976-2016). Task: Predict the reactants needed to synthesize the given product. (1) Given the product [CH3:42][N:43]([CH3:44])[C:39]([C:34]1[CH:35]=[CH:36][CH:37]=[CH:38][C:33]=1[C:30]1[CH:29]=[CH:28][C:27]([C:25]([N:16]2[C:17]3[CH:24]=[CH:23][CH:22]=[CH:21][C:18]=3[CH2:19][N:20]3[C:11]([C:9]([NH:8][CH2:7][C:3]4[CH:2]=[N:1][CH:6]=[CH:5][CH:4]=4)=[O:10])=[CH:12][CH:13]=[C:14]3[CH2:15]2)=[O:26])=[CH:32][CH:31]=1)=[O:41], predict the reactants needed to synthesize it. The reactants are: [N:1]1[CH:6]=[CH:5][CH:4]=[C:3]([CH2:7][NH:8][C:9]([C:11]2[N:20]3[C:14]([CH2:15][N:16]([C:25]([C:27]4[CH:32]=[CH:31][C:30]([C:33]5[C:34]([C:39]([OH:41])=O)=[CH:35][CH:36]=[CH:37][CH:38]=5)=[CH:29][CH:28]=4)=[O:26])[C:17]4[CH:24]=[CH:23][CH:22]=[CH:21][C:18]=4[CH2:19]3)=[CH:13][CH:12]=2)=[O:10])[CH:2]=1.[CH3:42][NH:43][CH3:44].O1CCCC1. (2) Given the product [CH2:52]([N:51]([CH3:50])[C:10]([C@@H:9]1[CH2:13][C@@H:14]([OH:16])[CH2:15][N:8]1[C:1]([O:3][C:4]([CH3:5])([CH3:6])[CH3:7])=[O:2])=[O:12])[CH2:53][CH2:54][CH2:55][CH:56]=[CH2:57], predict the reactants needed to synthesize it. The reactants are: [C:1]([N:8]1[CH2:15][C@@H:14]([OH:16])[CH2:13][C@H:9]1[C:10]([OH:12])=O)([O:3][C:4]([CH3:7])([CH3:6])[CH3:5])=[O:2].F[B-](F)(F)F.N1(OC(N(C)C)=[N+](C)C)C2C=CC=CC=2N=N1.S(C1C=CC(C)=CC=1)(O)(=O)=O.[CH3:50][NH:51][CH2:52][CH2:53][CH2:54][CH2:55][CH:56]=[CH2:57].CCN(C(C)C)C(C)C. (3) Given the product [Cl:15][C:14]1[N:13]=[C:12]([NH:16][CH:17]2[CH2:18][CH2:19][CH2:20]2)[C:11](=[O:21])[N:10]2[C@H:6]([C:4]([OH:5])=[O:3])[CH2:7][C@@H:8]([CH2:22][CH2:23][CH2:24][C:25]3[CH:30]=[CH:29][CH:28]=[CH:27][CH:26]=3)[C:9]=12, predict the reactants needed to synthesize it. The reactants are: C([O:3][C:4]([C@H:6]1[N:10]2[C:11](=[O:21])[C:12]([NH:16][CH:17]3[CH2:20][CH2:19][CH2:18]3)=[N:13][C:14]([Cl:15])=[C:9]2[C@H:8]([CH2:22][CH2:23][CH2:24][C:25]2[CH:30]=[CH:29][CH:28]=[CH:27][CH:26]=2)[CH2:7]1)=[O:5])C.[Li+].[OH-].C(O)(=O)CC(CC(O)=O)(C(O)=O)O. (4) Given the product [OH:1][C:2]1[CH:3]=[CH:4][C:5]([CH2:8][C@@H:9]([NH:13][C:14](=[O:38])[C:15]2[CH:16]=[CH:17][C:18]([S:21](=[O:36])(=[O:37])[NH:22][C:23]3[CH:28]=[CH:27][CH:26]=[CH:25][C:24]=3[O:29][C:30]3[CH:31]=[CH:32][CH:33]=[CH:34][CH:35]=3)=[CH:19][CH:20]=2)[C:10]([N:39]2[CH2:44][CH2:43][CH:42]([CH2:45][OH:46])[CH2:41][CH2:40]2)=[O:12])=[CH:6][CH:7]=1, predict the reactants needed to synthesize it. The reactants are: [OH:1][C:2]1[CH:7]=[CH:6][C:5]([CH2:8][C@@H:9]([NH:13][C:14](=[O:38])[C:15]2[CH:20]=[CH:19][C:18]([S:21](=[O:37])(=[O:36])[NH:22][C:23]3[CH:28]=[CH:27][CH:26]=[CH:25][C:24]=3[O:29][C:30]3[CH:35]=[CH:34][CH:33]=[CH:32][CH:31]=3)=[CH:17][CH:16]=2)[C:10]([OH:12])=O)=[CH:4][CH:3]=1.[NH:39]1[CH2:44][CH2:43][CH:42]([CH2:45][OH:46])[CH2:41][CH2:40]1.